Task: Predict the product of the given reaction.. Dataset: Forward reaction prediction with 1.9M reactions from USPTO patents (1976-2016) (1) Given the reactants C(=O)([O-])[O-].[K+].[K+].C([O:9][C@H:10]([CH2:28][CH2:29][C:30]1[CH:35]=[CH:34][C:33]([C:36]2[CH:37]=[N:38][C:39]([O:42][CH3:43])=[CH:40][CH:41]=2)=[CH:32][CH:31]=1)[C@H:11]([CH2:15][CH2:16][N:17]1[C:22](=[O:23])[C:21]2[CH:24]=[CH:25][CH:26]=[CH:27][C:20]=2[N:19]=[N:18]1)[C:12]([OH:14])=[O:13])=O.O1CCCC1, predict the reaction product. The product is: [OH:9][C@H:10]([CH2:28][CH2:29][C:30]1[CH:31]=[CH:32][C:33]([C:36]2[CH:37]=[N:38][C:39]([O:42][CH3:43])=[CH:40][CH:41]=2)=[CH:34][CH:35]=1)[C@H:11]([CH2:15][CH2:16][N:17]1[C:22](=[O:23])[C:21]2[CH:24]=[CH:25][CH:26]=[CH:27][C:20]=2[N:19]=[N:18]1)[C:12]([OH:14])=[O:13]. (2) Given the reactants Br[C:2]1[CH:3]=[N:4][CH:5]=[C:6]([N+:8]([O-:10])=[O:9])[CH:7]=1.[CH2:11]([NH:14][C:15](=[O:21])[O:16][C:17]([CH3:20])([CH3:19])[CH3:18])[C:12]#[CH:13].C1(P(C2C=CC=CC=2)C2C3OC4C(=CC=CC=4P(C4C=CC=CC=4)C4C=CC=CC=4)C(C)(C)C=3C=CC=2)C=CC=CC=1.C([O-])([O-])=O.[Cs+].[Cs+], predict the reaction product. The product is: [N+:8]([C:6]1[CH:7]=[C:2]([C:13]#[C:12][CH2:11][NH:14][C:15](=[O:21])[O:16][C:17]([CH3:19])([CH3:18])[CH3:20])[CH:3]=[N:4][CH:5]=1)([O-:10])=[O:9]. (3) The product is: [C:31]1(=[O:36])[N:30]([N:24]([C:22](=[O:23])[C@H:9]([CH2:10][CH2:11][CH2:12][CH2:13][NH:14][C:15]([O:17][C:18]([CH3:19])([CH3:20])[CH3:21])=[O:16])[NH:8][C:6]([O:5][C:1]([CH3:2])([CH3:3])[CH3:4])=[O:7])[CH2:25][C:26]([OH:28])=[O:27])[C:34](=[O:35])[CH2:33][CH2:32]1. Given the reactants [C:1]([O:5][C:6]([NH:8][C@H:9]([C:22]([NH:24][CH2:25][C:26]([OH:28])=[O:27])=[O:23])[CH2:10][CH2:11][CH2:12][CH2:13][NH:14][C:15]([O:17][C:18]([CH3:21])([CH3:20])[CH3:19])=[O:16])=[O:7])([CH3:4])([CH3:3])[CH3:2].O[N:30]1[C:34](=[O:35])[CH2:33][CH2:32][C:31]1=[O:36].C1CCC(N=C=NC2CCCCC2)CC1, predict the reaction product. (4) Given the reactants [NH2:1][C:2]1[C:7]([CH:8]2[CH2:12][CH2:11][CH2:10][O:9]2)=[CH:6][C:5]([C:13]2[CH:14]=[N:15][C:16]([C:19]([OH:22])([CH3:21])[CH3:20])=[N:17][CH:18]=2)=[CH:4][C:3]=1[N+:23]([O-])=O.C1COCC1.CCN(CC)CC, predict the reaction product. The product is: [NH2:23][C:3]1[CH:4]=[C:5]([C:13]2[CH:18]=[N:17][C:16]([C:19]([OH:22])([CH3:20])[CH3:21])=[N:15][CH:14]=2)[CH:6]=[C:7]([CH:8]2[CH2:12][CH2:11][CH2:10][O:9]2)[C:2]=1[NH2:1]. (5) Given the reactants O(C1C=CC([N+]([O-])=O)=CC=1)C1O[C@H](CO)[C@@H](O)[C@H](O)[C@@H]1O.C([O-])(=O)C.[Na+].[CH2:27]1[CH2:35][N:34]2[CH:30]([CH:31]([OH:37])[CH:32]([OH:36])[CH2:33]2)[CH:29]([OH:38])[CH2:28]1, predict the reaction product. The product is: [CH2:27]1[CH2:35][N:34]2[C@@H:30]([C@H:31]([OH:37])[C@H:32]([OH:36])[CH2:33]2)[C@H:29]([OH:38])[CH2:28]1. (6) Given the reactants C([N:8]1[CH2:27][CH2:26][C:11]2([O:16][C:15]([CH3:18])([CH3:17])[CH2:14][N:13]([C:19]([O:21][C:22]([CH3:25])([CH3:24])[CH3:23])=[O:20])[CH2:12]2)[CH2:10][CH2:9]1)C1C=CC=CC=1.C([O-])=O.[NH4+], predict the reaction product. The product is: [CH3:17][C:15]1([CH3:18])[CH2:14][N:13]([C:19]([O:21][C:22]([CH3:23])([CH3:24])[CH3:25])=[O:20])[CH2:12][C:11]2([CH2:26][CH2:27][NH:8][CH2:9][CH2:10]2)[O:16]1.